This data is from Peptide-MHC class II binding affinity with 134,281 pairs from IEDB. The task is: Regression. Given a peptide amino acid sequence and an MHC pseudo amino acid sequence, predict their binding affinity value. This is MHC class II binding data. The peptide sequence is AAATAGTTVYGGFAA. The MHC is HLA-DQA10501-DQB10301 with pseudo-sequence HLA-DQA10501-DQB10301. The binding affinity (normalized) is 0.575.